From a dataset of Drug-target binding data from BindingDB using IC50 measurements. Regression. Given a target protein amino acid sequence and a drug SMILES string, predict the binding affinity score between them. We predict pIC50 (pIC50 = -log10(IC50 in M); higher means more potent). Dataset: bindingdb_ic50. (1) The compound is CSCCc1c(-c2cccnc2)nn(-c2ccc(Cl)c(Cl)c2)c1OCCCNC(=O)[C@H](Cc1ccccc1)NC(C)=O. The target protein (P19440) has sequence MKKKLVVLGLLAVVLVLVIVGLCLWLPSASKEPDNHVYTRAAVAADAKQCSKIGRDALRDGGSAVDAAIAALLCVGLMNAHSMGIGGGLFLTIYNSTTRKAEVINAREVAPRLAFATMFNSSEQSQKGGLSVAVPGEIRGYELAHQRHGRLPWARLFQPSIQLARQGFPVGKGLAAALENKRTVIEQQPVLCEVFCRDRKVLREGERLTLPQLADTYETLAIEGAQAFYNGSLTAQIVKDIQAAGGIVTAEDLNNYRAELIEHPLNISLGDVVLYMPSAPLSGPVLALILNILKGYNFSRESVESPEQKGLTYHRIVEAFRFAYAKRTLLGDPKFVDVTEVVRNMTSEFFAAQLRAQISDDTTHPISYYKPEFYTPDDGGTAHLSVVAEDGSAVSATSTINLYFGSKVRSPVSGILFNNEMDDFSSPSITNEFGVPPSPANFIQPGKQPLSSMCPTIMVGQDGQVRMVVGAAGGTQITTATALAIIYNLWFGYDVKRAVE.... The pIC50 is 4.6. (2) The small molecule is COc1cc2c(cc1O)[C@H]1CCC(C)(C)[C@H]1n1cc(C(=O)O)c(=O)cc1-2. The target protein (P03138) has sequence MGQNLSTSNPLGFFPDHQLDPAFRANTANPDWDFNPNKDTWPDANKVGAGAFGLGFTPPHGGLLGWSPQAQGILQTLPANPPPASTNRQSGRQPTPLSPPLRNTHPQAMQWNSTTFHQTLQDPRVRGLYFPAGGSSSGTVNPVLTTASPLSSIFSRIGDPALNMENITSGFLGPLLVLQAGFFLLTRILTIPQSLDSWWTSLNFLGGTTVCLGQNSQSPTSNHSPTSCPPTCPGYRWMCLRRFIIFLFILLLCLIFLLVLLDYQGMLPVCPLIPGSSTTSTGPCRTCMTTAQGTSMYPSCCCTKPSDGNCTCIPIPSSWAFGKFLWEWASARFSWLSLLVPFVQWFVGLSPTVWLSVIWMMWYWGPSLYSILSPFLPLLPIFFCLWVYI. The pIC50 is 7.1. (3) The small molecule is N#Cc1c(NC(=O)c2cc(S(=O)(=O)N3CCOCC3)c(Cl)cc2Cl)sc2c1CCC2. The target protein sequence is MKLTIHEIAQVVGAKNDISIFEDTQLEKAEFDSRLIGTGDLFVPLKGARDGHDFIETAFENGAAVTLSEKEVSNHPYILVDDVLTAFQSLASYYLEKTTVDVFAVTGSNGKTTTKDMLAHLLSTRYKTYKTQGNYNNEIGLPYTVLHMPEGTEKLVLEMGQDHLGDIHLLSELARPKTAIVTLVGEAHLAFFKDRSEIAKGKMQIADGMASGSLLLAPADPIVEDYLPTDKKVVRFGQGAELEITDLVERKDSLTFKANFLEQALDLPVTGKYNATNAMIASYVALQEGVSEEQIRLAFQDLELTRNRTEWKKAANGADILSDVYNANPTAMKLILETFSAIPANEGGKKIAVLADMKELGDQSVQLHNQMILSLSPDVLDTVIFYGQDIAQLAQLASQMFPIGHVYYFKKTEDQDQFEDLVKQVKESLGAHDQILLKGSNSMNLAKLVESLENEDK. The pIC50 is 6.5. (4) The small molecule is O=C(CCCCCCCCCN=C=S)CC(=O)N[C@H]1CCOC1=O. The target protein (P25084) has sequence MALVDGFLELERSSGKLEWSAILQKMASDLGFSKILFGLLPKDSQDYENAFIVGNYPAAWREHYDRAGYARVDPTVSHCTQSVLPIFWEPSIYQTRKQHEFFEEASAAGLVYGLTMPLHGARGELGALSLSVEAENRAEANRFMESVLPTLWMLKDYALQSGAGLAFEHPVSKPVVLTSREKEVLQWCAIGKTSWEISVICNCSEANVNFHMGNIRRKFGVTSRRVAAIMAVNLGLITL. The pIC50 is 4.0. (5) The compound is O=C1c2c(Cl)c(Cl)c(Cl)c(Cl)c2C(=O)N1c1ccc(/C=C/c2ccccc2)cc1. The target protein (P55055) has sequence MSSPTTSSLDTPLPGNGPPQPGAPSSSPTVKEEGPEPWPGGPDPDVPGTDEASSACSTDWVIPDPEEEPERKRKKGPAPKMLGHELCRVCGDKASGFHYNVLSCEGCKGFFRRSVVRGGARRYACRGGGTCQMDAFMRRKCQQCRLRKCKEAGMREQCVLSEEQIRKKKIRKQQQESQSQSQSPVGPQGSSSSASGPGASPGGSEAGSQGSGEGEGVQLTAAQELMIQQLVAAQLQCNKRSFSDQPKVTPWPLGADPQSRDARQQRFAHFTELAIISVQEIVDFAKQVPGFLQLGREDQIALLKASTIEIMLLETARRYNHETECITFLKDFTYSKDDFHRAGLQVEFINPIFEFSRAMRRLGLDDAEYALLIAINIFSADRPNVQEPGRVEALQQPYVEALLSYTRIKRPQDQLRFPRMLMKLVSLRTLSSVHSEQVFALRLQDKKLPPLLSEIWDVHE. The pIC50 is 4.5. (6) The small molecule is COc1ccc(-c2noc(CN(C(=O)c3ccc4c(c3)OCO4)C(C)C)n2)cc1. The target protein (O14786) has sequence MERGLPLLCAVLALVLAPAGAFRNDKCGDTIKIESPGYLTSPGYPHSYHPSEKCEWLIQAPDPYQRIMINFNPHFDLEDRDCKYDYVEVFDGENENGHFRGKFCGKIAPPPVVSSGPFLFIKFVSDYETHGAGFSIRYEIFKRGPECSQNYTTPSGVIKSPGFPEKYPNSLECTYIVFVPKMSEIILEFESFDLEPDSNPPGGMFCRYDRLEIWDGFPDVGPHIGRYCGQKTPGRIRSSSGILSMVFYTDSAIAKEGFSANYSVLQSSVSEDFKCMEALGMESGEIHSDQITASSQYSTNWSAERSRLNYPENGWTPGEDSYREWIQVDLGLLRFVTAVGTQGAISKETKKKYYVKTYKIDVSSNGEDWITIKEGNKPVLFQGNTNPTDVVVAVFPKPLITRFVRIKPATWETGISMRFEVYGCKITDYPCSGMLGMVSGLISDSQITSSNQGDRNWMPENIRLVTSRSGWALPPAPHSYINEWLQIDLGEEKIVRGIII.... The pIC50 is 4.0. (7) The small molecule is CCc1nc(C(N)=O)c(Nc2ccc(N3CCC(N4CCN(C)CC4)CC3)c(OC)c2)nc1N[C@H]1CC[C@H](O)CC1. The target protein sequence is MDGFAGSLDDSISAASTSDVQDRLSALESRVQQQEDEITVLKAALADVLRRLAISEDHVASVKKSVSSKGQPSPRAVIPMSCITNGSGANRKPSHTSAVSIAGKETLSSAAKSGTEKKKEKPQGQREKKEESHSNDQSPQIRASPSPQPSSQPLQIHRQTPESKNATPTKSIKRPSPAEKSHNSWENSDDSRNKLSKIPSTPKLIPKVTKTADKHKDVIINQAKMSTREKNSQVYRRKHQELQAMQMELQSPEYKLSKLRTSTIMTDYNPNYCFAGKTSSISDLKEVPRKNITLIRGLGHGAFGEVYEGQVSGMPNDPSPLQVAVKTLPEVCSEQDELDFLMEALIISKFNHQNIVRCIGVSLQSLPRFILLELMAGGDLKSFLRETRPRPSQPSSLAMLDLLHVARDIACGCQYLEENHFIHRDIAARNCLLTCPGPGRVAKIGDFGMARDIYRASYYRKGGCAMLPVKWMPPEAFMEGIFTSKTDTWSFGVLLWEIFS.... The pIC50 is 9.3.